From a dataset of Forward reaction prediction with 1.9M reactions from USPTO patents (1976-2016). Predict the product of the given reaction. (1) Given the reactants COC(=O)[CH2:4][CH:5]([N:7]([CH2:9][CH2:10][C:11]([O:13]C)=O)[CH3:8])[CH3:6].CCN(CC)CC.O, predict the reaction product. The product is: [CH3:8][N:7]1[CH2:9][CH2:10][C:11](=[O:13])[CH2:6][CH:5]1[CH3:4]. (2) Given the reactants C([N:8]1[CH2:13][CH2:12][CH:11]([C@@H:14]([NH:18][S:19]([C:22]2[S:23][C:24]([C:27]3[CH:32]=[CH:31][C:30]([C:33]([F:36])([F:35])[F:34])=[CH:29][CH:28]=3)=[CH:25][CH:26]=2)(=[O:21])=[O:20])[C:15]([OH:17])=[O:16])[CH2:10][CH2:9]1)(OC(C)(C)C)=O.C(Cl)[Cl:38], predict the reaction product. The product is: [ClH:38].[F:36][C:33]([F:34])([F:35])[C:30]1[CH:31]=[CH:32][C:27]([C:24]2[S:23][C:22]([S:19]([NH:18][C@H:14]([CH:11]3[CH2:12][CH2:13][NH:8][CH2:9][CH2:10]3)[C:15]([OH:17])=[O:16])(=[O:21])=[O:20])=[CH:26][CH:25]=2)=[CH:28][CH:29]=1. (3) Given the reactants [Cl:1][C:2]1[N:3]=[C:4]2[N:8]([C:9]=1[C:10]1[CH:15]=[CH:14][N:13]=[C:12](O)[N:11]=1)[CH:7]=[CH:6][S:5]2.P(Cl)(Cl)([Cl:19])=O, predict the reaction product. The product is: [Cl:1][C:2]1[N:3]=[C:4]2[N:8]([C:9]=1[C:10]1[CH:15]=[CH:14][N:13]=[C:12]([Cl:19])[N:11]=1)[CH:7]=[CH:6][S:5]2. (4) Given the reactants [S:1]1[CH:5]=[CH:4][C:3]2[CH:6]=[CH:7][CH:8]=[CH:9][C:2]1=2.[Li][C:11](C)(C)[CH3:12].ICC, predict the reaction product. The product is: [CH2:11]([C:5]1[S:1][C:2]2[CH:9]=[CH:8][CH:7]=[CH:6][C:3]=2[CH:4]=1)[CH3:12]. (5) Given the reactants [NH2:1][C:2]1[C:7]([NH:8][C:9](=O)OC(C)(C)C)=[CH:6][CH:5]=[C:4]([N:16]2[CH2:21][CH2:20][CH2:19][C@@H:18]([C:22]([N:24]3[CH2:28][CH2:27][CH2:26][CH2:25]3)=[O:23])[CH2:17]2)[N:3]=1.[Cl:29][C:30]1[CH:31]=[N:32][N:33]([C:35]2(C(O)=O)[CH2:37][CH2:36]2)[CH:34]=1.C(N(CC)C(C)C)(C)C.CCCP1(OP(CCC)(=O)OP(CCC)(=O)O1)=O.CS(O)(=O)=O, predict the reaction product. The product is: [Cl:29][C:30]1[CH:31]=[N:32][N:33]([C:35]2([C:9]3[NH:1][C:2]4=[N:3][C:4]([N:16]5[CH2:21][CH2:20][CH2:19][C@@H:18]([C:22]([N:24]6[CH2:25][CH2:26][CH2:27][CH2:28]6)=[O:23])[CH2:17]5)=[CH:5][CH:6]=[C:7]4[N:8]=3)[CH2:37][CH2:36]2)[CH:34]=1. (6) Given the reactants OO.C(OC(C(F)(F)F)=O)(C(F)(F)F)=[O:4].[O-:16][N+:17]1[C:22]2[CH:23]=[C:24]3[C:28](=[CH:29][C:21]=2[N:20]=[C:19]([NH:30][CH2:31][CH2:32][OH:33])[N:18]=1)[CH2:27][CH2:26][CH2:25]3.C(O)(C(F)(F)F)=O, predict the reaction product. The product is: [O-:16][N+:17]1[C:22]2[CH:23]=[C:24]3[C:28](=[CH:29][C:21]=2[N+:20]([O-:4])=[C:19]([NH:30][CH2:31][CH2:32][OH:33])[N:18]=1)[CH2:27][CH2:26][CH2:25]3.